This data is from Peptide-MHC class II binding affinity with 134,281 pairs from IEDB. The task is: Regression. Given a peptide amino acid sequence and an MHC pseudo amino acid sequence, predict their binding affinity value. This is MHC class II binding data. (1) The peptide sequence is EIGWEAGTAAPDEIP. The MHC is HLA-DQA10201-DQB10202 with pseudo-sequence HLA-DQA10201-DQB10202. The binding affinity (normalized) is 0.541. (2) The MHC is DRB4_0101 with pseudo-sequence DRB4_0103. The binding affinity (normalized) is 0.203. The peptide sequence is MFFSTMKRPSREKQD.